Dataset: Reaction yield outcomes from USPTO patents with 853,638 reactions. Task: Predict the reaction yield, written as a fraction of the theoretical maximum amount of product (1.0 means a 100% yield; for example, 0.34 means a 34% yield). (1) The reactants are N[C:2]1[S:3][C:4]2[C:9]([NH:10][C:11]3([CH2:16][OH:17])[CH2:15][CH2:14][CH2:13][CH2:12]3)=[N:8][C:7]([S:18][CH2:19][C:20]3[CH:25]=[CH:24][CH:23]=[CH:22][CH:21]=3)=[N:6][C:5]=2[N:26]=1.CS(C)=[O:29].N([O-])=O.[Na+].C(O)(=O)C. The catalyst is O. The product is [CH2:19]([S:18][C:7]1[N:8]=[C:9]([NH:10][C:11]2([CH2:16][OH:17])[CH2:12][CH2:13][CH2:14][CH2:15]2)[C:4]2[S:3][C:2](=[O:29])[NH:26][C:5]=2[N:6]=1)[C:20]1[CH:25]=[CH:24][CH:23]=[CH:22][CH:21]=1. The yield is 0.240. (2) The product is [O:15]([C:22]1[CH:23]=[C:24]([NH:25][CH2:8][C:7]2[CH:10]=[CH:11][CH:12]=[C:5]([O:4][CH2:3][C:2]([F:14])([F:13])[F:1])[CH:6]=2)[CH:26]=[CH:27][CH:28]=1)[C:16]1[CH:17]=[CH:18][CH:19]=[CH:20][CH:21]=1. The reactants are [F:1][C:2]([F:14])([F:13])[CH2:3][O:4][C:5]1[CH:6]=[C:7]([CH:10]=[CH:11][CH:12]=1)[CH:8]=O.[O:15]([C:22]1[CH:23]=[C:24]([CH:26]=[CH:27][CH:28]=1)[NH2:25])[C:16]1[CH:21]=[CH:20][CH:19]=[CH:18][CH:17]=1.[BH4-].[Na+]. The yield is 0.760. The catalyst is C1CCCCC1. (3) The reactants are [CH:1](=O)[C:2]1[CH:7]=[CH:6][CH:5]=[CH:4][CH:3]=1.[NH3:9].[CH2:10]([C@H:12]1[O:14][CH2:13]1)[Cl:11]. The catalyst is CC(OC)(C)C. The product is [CH:1](=[N:9][CH2:13][C@H:12]([OH:14])[CH2:10][Cl:11])[C:2]1[CH:7]=[CH:6][CH:5]=[CH:4][CH:3]=1. The yield is 0.750. (4) The reactants are Br[C:2]1[S:6][C:5]([N:7]2[CH2:12][CH2:11][C:10]([CH2:18][CH2:19][O:20][C:21]3[CH:22]=[C:23]([CH2:28][C:29]([OH:31])=[O:30])[CH:24]=[C:25]([Cl:27])[CH:26]=3)([N:13]3[CH2:17][CH2:16][CH2:15][CH2:14]3)[CH2:9][CH2:8]2)=[N:4][CH:3]=1.[F:32][C:33]1[CH:34]=[C:35](B(O)O)[CH:36]=[CH:37][CH:38]=1.C(=O)([O-])[O-].[Na+].[Na+]. The catalyst is [Pd].C1(P(C2C=CC=CC=2)C2C=CC=CC=2)C=CC=CC=1.C1(P(C2C=CC=CC=2)C2C=CC=CC=2)C=CC=CC=1.C1(P(C2C=CC=CC=2)C2C=CC=CC=2)C=CC=CC=1.C1(P(C2C=CC=CC=2)C2C=CC=CC=2)C=CC=CC=1.CN(C)C=O. The product is [Cl:27][C:25]1[CH:24]=[C:23]([CH2:28][C:29]([OH:31])=[O:30])[CH:22]=[C:21]([O:20][CH2:19][CH2:18][C:10]2([N:13]3[CH2:17][CH2:16][CH2:15][CH2:14]3)[CH2:11][CH2:12][N:7]([C:5]3[S:6][C:2]([C:37]4[CH:36]=[CH:35][CH:34]=[C:33]([F:32])[CH:38]=4)=[CH:3][N:4]=3)[CH2:8][CH2:9]2)[CH:26]=1. The yield is 0.240.